From a dataset of Reaction yield outcomes from USPTO patents with 853,638 reactions. Predict the reaction yield, written as a fraction of the theoretical maximum amount of product (1.0 means a 100% yield; for example, 0.34 means a 34% yield). (1) The reactants are Br[C:2]1[CH:9]=[CH:8][C:5]([C:6]#[N:7])=[CH:4][CH:3]=1.[C:10]([O:14][CH2:15][CH3:16])(=[O:13])[CH:11]=[CH2:12]. The catalyst is CN(C=O)C.CC([O-])=O.CC([O-])=O.[Pd+2].C1(C)C=CC=CC=1P(C1C=CC=CC=1C)C1C=CC=CC=1C. The product is [C:6]([C:5]1[CH:8]=[CH:9][C:2](/[CH:12]=[CH:11]/[C:10]([O:14][CH2:15][CH3:16])=[O:13])=[CH:3][CH:4]=1)#[N:7]. The yield is 0.920. (2) The reactants are [NH2:1][C:2]1[C:3]([NH:9][CH2:10][C@H:11]2[CH2:16][CH2:15][CH2:14][N:13]([C:17]([O:19][C:20]([CH3:23])([CH3:22])[CH3:21])=[O:18])[CH2:12]2)=[N:4][C:5]([Br:8])=[CH:6][N:7]=1.C[N:25](C=O)C. No catalyst specified. The product is [Br:8][C:5]1[N:4]=[C:3]2[N:9]([CH2:10][C@H:11]3[CH2:16][CH2:15][CH2:14][N:13]([C:17]([O:19][C:20]([CH3:23])([CH3:22])[CH3:21])=[O:18])[CH2:12]3)[N:25]=[N:1][C:2]2=[N:7][CH:6]=1. The yield is 0.620.